From a dataset of Reaction yield outcomes from USPTO patents with 853,638 reactions. Predict the reaction yield, written as a fraction of the theoretical maximum amount of product (1.0 means a 100% yield; for example, 0.34 means a 34% yield). (1) The reactants are Br[C:2]1[CH:3]=[N:4][C:5]([Cl:8])=[N:6][CH:7]=1.[CH:9]1[C:18]2[C:13](=[CH:14][CH:15]=[CH:16][CH:17]=2)[CH:12]=[CH:11][C:10]=1B(O)O.[F-].[K+]. The catalyst is C1C=CC(/C=C/C(/C=C/C2C=CC=CC=2)=O)=CC=1.C1C=CC(/C=C/C(/C=C/C2C=CC=CC=2)=O)=CC=1.C1C=CC(/C=C/C(/C=C/C2C=CC=CC=2)=O)=CC=1.[Pd].[Pd]. The product is [Cl:8][C:5]1[N:4]=[CH:3][C:2]([C:11]2[CH:10]=[CH:9][C:18]3[C:13](=[CH:14][CH:15]=[CH:16][CH:17]=3)[CH:12]=2)=[CH:7][N:6]=1. The yield is 0.620. (2) The reactants are [NH2:1][C:2]1[CH:3]=[CH:4][C:5]2[C:14]3[C:9](=[CH:10][C:11]([OH:15])=[CH:12][CH:13]=3)[O:8][C:7](=[O:16])[C:6]=2[CH:17]=1.II. The catalyst is CC(C)=O.CN1CCCC1=O. The product is [OH:15][C:11]1[CH:10]=[C:9]2[C:14](=[CH:13][CH:12]=1)[C:5]1[C:6](=[C:17]3[C:2](=[CH:3][CH:4]=1)[NH:1][C:5]([CH3:14])([CH3:6])[CH:4]=[C:3]3[CH3:2])[C:7](=[O:16])[O:8]2. The yield is 0.480. (3) The reactants are [CH:1]([C:4]1[C:8]([CH2:9][CH2:10][CH2:11][OH:12])=[CH:7][N:6]([C:13]2[CH:18]=[CH:17][C:16]([C:19]([F:22])([F:21])[F:20])=[CH:15][N:14]=2)[N:5]=1)([CH3:3])[CH3:2].O[C:24]1[C:29]([CH:30]([CH3:32])[CH3:31])=[CH:28][CH:27]=[CH:26][C:25]=1[CH2:33][C:34]([O:36][CH3:37])=[O:35].C(P(CCCC)CCCC)CCC.N(C(N1CCCCC1)=O)=NC(N1CCCCC1)=O. The catalyst is O1CCCC1. The product is [CH:30]([C:29]1[C:24]([O:12][CH2:11][CH2:10][CH2:9][C:8]2[C:4]([CH:1]([CH3:3])[CH3:2])=[N:5][N:6]([C:13]3[CH:18]=[CH:17][C:16]([C:19]([F:21])([F:20])[F:22])=[CH:15][N:14]=3)[CH:7]=2)=[C:25]([CH2:33][C:34]([O:36][CH3:37])=[O:35])[CH:26]=[CH:27][CH:28]=1)([CH3:32])[CH3:31]. The yield is 0.660. (4) The reactants are [CH:1]([N:4]1[C:8]([C:9]2[N:18]=[C:17]3[N:11]([CH2:12][CH2:13][O:14][C:15]4[CH:22]=[C:21]([O:23][C@@H:24]([CH3:28])[C:25]([OH:27])=O)[N:20]=[CH:19][C:16]=43)[CH:10]=2)=[N:7][CH:6]=[N:5]1)([CH3:3])[CH3:2].C[N:30](C(ON1N=NC2C=CC=NC1=2)=[N+](C)C)C.F[P-](F)(F)(F)(F)F.[Cl-].[NH4+].C(N(CC)CC)C. The catalyst is CN(C=O)C. The product is [CH:1]([N:4]1[C:8]([C:9]2[N:18]=[C:17]3[C:16]4[CH:19]=[N:20][C:21]([O:23][C@@H:24]([CH3:28])[C:25]([NH2:30])=[O:27])=[CH:22][C:15]=4[O:14][CH2:13][CH2:12][N:11]3[CH:10]=2)=[N:7][CH:6]=[N:5]1)([CH3:3])[CH3:2]. The yield is 0.580. (5) The reactants are C(N(CC)CC)C.Cl.[Br:9][C:10]1[CH:15]=[CH:14][C:13]([CH:16]2[CH2:20][CH2:19][NH:18][CH2:17]2)=[CH:12][CH:11]=1.Cl[C:22]([O:24][CH3:25])=[O:23]. The catalyst is C1COCC1.O. The product is [Br:9][C:10]1[CH:11]=[CH:12][C:13]([CH:16]2[CH2:20][CH2:19][N:18]([C:22]([O:24][CH3:25])=[O:23])[CH2:17]2)=[CH:14][CH:15]=1. The yield is 1.00. (6) The reactants are [OH:1][CH:2]1[CH2:5][N:4]([C:6]2[S:7][CH:8]=[C:9]([C:11]([N:13]3[CH2:16][CH:15]([NH:17][C:18]([O:20][CH2:21][C:22]4[CH:27]=[CH:26][C:25]([N+:28]([O-:30])=[O:29])=[CH:24][CH:23]=4)=[O:19])[CH2:14]3)=[O:12])[N:10]=2)[CH2:3]1.[CH3:31][S:32](Cl)(=[O:34])=[O:33].C(N(CC)CC)C. The catalyst is C(Cl)Cl. The product is [CH3:31][S:32]([O:1][CH:2]1[CH2:5][N:4]([C:6]2[S:7][CH:8]=[C:9]([C:11]([N:13]3[CH2:14][CH:15]([NH:17][C:18]([O:20][CH2:21][C:22]4[CH:27]=[CH:26][C:25]([N+:28]([O-:30])=[O:29])=[CH:24][CH:23]=4)=[O:19])[CH2:16]3)=[O:12])[N:10]=2)[CH2:3]1)(=[O:34])=[O:33]. The yield is 0.910.